This data is from NCI-60 drug combinations with 297,098 pairs across 59 cell lines. The task is: Regression. Given two drug SMILES strings and cell line genomic features, predict the synergy score measuring deviation from expected non-interaction effect. (1) Synergy scores: CSS=15.6, Synergy_ZIP=-2.57, Synergy_Bliss=2.16, Synergy_Loewe=4.35, Synergy_HSA=4.40. Drug 1: C1CC(=O)NC(=O)C1N2CC3=C(C2=O)C=CC=C3N. Cell line: LOX IMVI. Drug 2: CN(CCCl)CCCl.Cl. (2) Drug 1: CC(C1=C(C=CC(=C1Cl)F)Cl)OC2=C(N=CC(=C2)C3=CN(N=C3)C4CCNCC4)N. Drug 2: C1=NC2=C(N1)C(=S)N=CN2. Cell line: KM12. Synergy scores: CSS=44.2, Synergy_ZIP=-9.73, Synergy_Bliss=-9.45, Synergy_Loewe=-9.50, Synergy_HSA=-5.57. (3) Drug 1: CC1=CC2C(CCC3(C2CCC3(C(=O)C)OC(=O)C)C)C4(C1=CC(=O)CC4)C. Drug 2: COC1=C2C(=CC3=C1OC=C3)C=CC(=O)O2. Cell line: NCI-H226. Synergy scores: CSS=-5.19, Synergy_ZIP=4.84, Synergy_Bliss=1.61, Synergy_Loewe=-3.22, Synergy_HSA=-4.36. (4) Drug 1: C1=C(C(=O)NC(=O)N1)N(CCCl)CCCl. Drug 2: CN(CC1=CN=C2C(=N1)C(=NC(=N2)N)N)C3=CC=C(C=C3)C(=O)NC(CCC(=O)O)C(=O)O. Cell line: MDA-MB-231. Synergy scores: CSS=0.525, Synergy_ZIP=6.21, Synergy_Bliss=10.0, Synergy_Loewe=2.63, Synergy_HSA=3.35.